This data is from Reaction yield outcomes from USPTO patents with 853,638 reactions. The task is: Predict the reaction yield, written as a fraction of the theoretical maximum amount of product (1.0 means a 100% yield; for example, 0.34 means a 34% yield). (1) The reactants are [F:1][C:2]([F:13])([C:6]1[CH:11]=[CH:10][C:9]([F:12])=[CH:8][CH:7]=1)[C:3]([OH:5])=O.N1C=CC=CC=1.[NH2:20][C:21]1[CH:25]=[CH:24][S:23][C:22]=1[C:26]([NH2:28])=[O:27]. The catalyst is CN(C=O)C. The product is [F:13][C:2]([F:1])([C:6]1[CH:11]=[CH:10][C:9]([F:12])=[CH:8][CH:7]=1)[C:3]([NH:20][C:21]1[CH:25]=[CH:24][S:23][C:22]=1[C:26]([NH2:28])=[O:27])=[O:5]. The yield is 0.860. (2) The product is [O:16]=[C:15]1[N:14]([NH:13][C:11]([C:6]2[NH:7][C:8]3[C:4]([CH:5]=2)=[CH:3][C:2]([Cl:1])=[CH:10][CH:9]=3)=[O:12])[CH2:26][CH2:25][N:17]1[C:18]1[CH:23]=[CH:22][CH:21]=[CH:20][CH:19]=1. The yield is 0.420. The catalyst is CN(C=O)C. The reactants are [Cl:1][C:2]1[CH:3]=[C:4]2[C:8](=[CH:9][CH:10]=1)[NH:7][C:6]([C:11]([NH:13][NH:14][C:15]([NH:17][C:18]1[CH:23]=[CH:22][CH:21]=[CH:20][CH:19]=1)=[O:16])=[O:12])=[CH:5]2.Br[CH2:25][CH2:26]Br.C(=O)([O-])[O-].[K+].[K+].C(O)(=O)CC(CC(O)=O)(C(O)=O)O. (3) The reactants are [O:1]=[C:2]1[C:11]([C:12]#[N:13])=[C:10]2[C:5]([C:6](=[O:14])[CH2:7][CH2:8][CH2:9]2)=[CH:4][NH:3]1.I[CH2:16][CH2:17][CH2:18][CH3:19].[H-].[Na+].Cl. The catalyst is CN(C=O)C. The product is [CH2:16]([N:3]1[C:2](=[O:1])[C:11]([C:12]#[N:13])=[C:10]2[C:5]([C:6](=[O:14])[CH2:7][CH2:8][CH2:9]2)=[CH:4]1)[CH2:17][CH2:18][CH3:19]. The yield is 0.610. (4) The catalyst is CO. The reactants are [Cl:1][C:2]1[CH:3]=[C:4]([C@@H:8]([O:14]C(=O)N)[CH2:9][C:10]([N:12]=[O:13])=[O:11])[CH:5]=[CH:6][CH:7]=1.ClC1C=C([C@H](O)CO)C=CC=1. The product is [Cl:1][C:2]1[CH:3]=[C:4]([C@@H:8]([OH:14])[CH2:9][C:10]([N:12]=[O:13])=[O:11])[CH:5]=[CH:6][CH:7]=1. The yield is 0.250. (5) The yield is 0.850. The reactants are [O:1]1[C:5]2[CH:6]=[CH:7][C:8]([C:10]([OH:12])=O)=[CH:9][C:4]=2[CH:3]=[CH:2]1.[C:13]([NH:16][NH2:17])(=[O:15])[CH3:14]. The product is [C:13]([NH:16][NH:17][C:10]([C:8]1[CH:7]=[CH:6][C:5]2[O:1][CH:2]=[CH:3][C:4]=2[CH:9]=1)=[O:12])(=[O:15])[CH3:14]. No catalyst specified. (6) The reactants are [O:1]=[C:2]1[C:7]([CH2:8][C:9]2[CH:14]=[CH:13][C:12]([C:15]3[C:16]([C:21]#[N:22])=[CH:17][CH:18]=[CH:19][CH:20]=3)=[CH:11][CH:10]=2)=[C:6]([CH2:23][CH2:24][CH3:25])[N:5]2[N:26]=[CH:27][N:28]=[C:4]2[N:3]1[CH:29]1[CH2:34][CH2:33][CH:32]([O:35][CH2:36][CH:37]=C)[CH2:31][CH2:30]1.I([O-])(=O)(=O)=[O:40].[Na+].CC(C)=O.C(#N)C. The catalyst is C(OCC)(=O)C.O.[Os]=O. The product is [OH:40][CH2:37][CH2:36][O:35][CH:32]1[CH2:33][CH2:34][CH:29]([N:3]2[C:2](=[O:1])[C:7]([CH2:8][C:9]3[CH:14]=[CH:13][C:12]([C:15]4[C:16]([C:21]#[N:22])=[CH:17][CH:18]=[CH:19][CH:20]=4)=[CH:11][CH:10]=3)=[C:6]([CH2:23][CH2:24][CH3:25])[N:5]3[N:26]=[CH:27][N:28]=[C:4]23)[CH2:30][CH2:31]1. The yield is 0.790. (7) The reactants are [Br:1][C:2]1[C:10]2[N:9]([C:11]3[CH:16]=[CH:15][C:14]([F:17])=[CH:13][CH:12]=3)[N:8]=[CH:7][C:6]=2[CH:5]=[C:4]2[C:18]3([C:28]#[N:29])[CH2:26][CH2:25][C:24](=[O:27])[CH:23]=[C:19]3[CH2:20][CH2:21][O:22][C:3]=12.C1(C)C=CC=CC=1.[H][H]. The catalyst is C(Cl)Cl.[OH-].[OH-].[Pd+2]. The product is [Br:1][C:2]1[C:10]2[N:9]([C:11]3[CH:12]=[CH:13][C:14]([F:17])=[CH:15][CH:16]=3)[N:8]=[CH:7][C:6]=2[CH:5]=[C:4]2[C@@:18]3([C:28]#[N:29])[CH2:26][CH2:25][C:24](=[O:27])[CH2:23][C@@H:19]3[CH2:20][CH2:21][O:22][C:3]=12.[Br:1][C:2]1[C:10]2[N:9]([C:11]3[CH:12]=[CH:13][C:14]([F:17])=[CH:15][CH:16]=3)[N:8]=[CH:7][C:6]=2[CH:5]=[C:4]2[C@:18]3([C:28]#[N:29])[CH2:26][CH2:25][C:24](=[O:27])[CH2:23][C@H:19]3[CH2:20][CH2:21][O:22][C:3]=12. The yield is 0.450. (8) The product is [N:3]1[CH:4]=[CH:5][CH:6]=[CH:7][C:2]=1[C:11]#[C:10][CH2:9][CH2:8][OH:12]. The reactants are Br[C:2]1[CH:7]=[CH:6][CH:5]=[CH:4][N:3]=1.[CH2:8]([OH:12])[CH2:9][C:10]#[CH:11]. The yield is 0.770. The catalyst is [Cu]I.